This data is from Full USPTO retrosynthesis dataset with 1.9M reactions from patents (1976-2016). The task is: Predict the reactants needed to synthesize the given product. (1) Given the product [Cl:29][C:19]1[C:20]2[C:26]([F:27])=[CH:25][CH:24]=[C:23]([F:28])[C:21]=2[S:22][C:18]=1[C:16]([N:15]([CH2:30][C:31]1[CH:32]=[C:33]([C:44]2[CH:49]=[CH:48][C:47]([C:50](=[O:55])[C:51]([F:53])([F:54])[F:52])=[CH:46][CH:45]=2)[CH:34]=[CH:35][C:36]=1[O:37][CH3:38])[CH:12]1[CH2:11][CH2:10][CH:9]([N:8]([CH3:42])[C:1](=[O:2])[O:3][C:4]([CH3:5])([CH3:6])[CH3:7])[CH2:14][CH2:13]1)=[O:17], predict the reactants needed to synthesize it. The reactants are: [C:1]([N:8]([CH3:42])[CH:9]1[CH2:14][CH2:13][CH:12]([N:15]([CH2:30][C:31]2[CH:32]=[C:33](B(O)O)[CH:34]=[CH:35][C:36]=2[O:37][CH3:38])[C:16]([C:18]2[S:22][C:21]3[C:23]([F:28])=[CH:24][CH:25]=[C:26]([F:27])[C:20]=3[C:19]=2[Cl:29])=[O:17])[CH2:11][CH2:10]1)([O:3][C:4]([CH3:7])([CH3:6])[CH3:5])=[O:2].Br[C:44]1[CH:49]=[CH:48][C:47]([C:50](=[O:55])[C:51]([F:54])([F:53])[F:52])=[CH:46][CH:45]=1. (2) Given the product [CH3:9][C:3]1[CH:4]=[CH:5][CH:6]=[C:7]([CH3:8])[C:2]=1[O:10][C:11]1[CH:19]=[CH:18][CH:17]=[C:16]2[C:12]=1[CH2:13][CH2:14][C:15]2=[O:20], predict the reactants needed to synthesize it. The reactants are: Br[C:2]1[C:7]([CH3:8])=[CH:6][CH:5]=[CH:4][C:3]=1[CH3:9].[OH:10][C:11]1[CH:19]=[CH:18][CH:17]=[C:16]2[C:12]=1[CH2:13][CH2:14][C:15]2=[O:20].C(=O)([O-])[O-].[K+].[K+].N1C=CC=CC=1. (3) Given the product [CH3:1][O:5][C:6](=[O:23])[CH2:7][C@@H:8]([NH2:26])[CH2:12][C@H:13]([CH3:22])[CH2:14][CH2:15][CH:16]1[CH2:21][CH2:20][CH2:19][CH2:18][CH2:17]1, predict the reactants needed to synthesize it. The reactants are: [C:1]([O:5][C:6](=[O:23])[CH2:7][C@H:8]([CH2:12][C@H:13]([CH3:22])[CH2:14][CH2:15][CH:16]1[CH2:21][CH2:20][CH2:19][CH2:18][CH2:17]1)C(O)=O)(C)(C)C.C([N:26](CC)CC)C.C1(P(N=[N+]=[N-])(C2C=CC=CC=2)=O)C=CC=CC=1. (4) Given the product [Br:16][C:17]1[C:18]([C:23]2[O:24][CH:25]=[CH:26][N:27]=2)=[C:19]([NH:22][C:13](=[O:15])[CH2:12][N:3]2[C:4]3[C:9](=[N:8][CH:7]=[CH:6][CH:5]=3)[CH2:10][CH2:11][C:2]2=[O:1])[S:20][CH:21]=1, predict the reactants needed to synthesize it. The reactants are: [O:1]=[C:2]1[CH2:11][CH2:10][C:9]2[C:4](=[CH:5][CH:6]=[CH:7][N:8]=2)[N:3]1[CH2:12][C:13]([OH:15])=O.[Br:16][C:17]1[C:18]([C:23]2[O:24][CH:25]=[CH:26][N:27]=2)=[C:19]([NH2:22])[S:20][CH:21]=1. (5) The reactants are: C(OC(=O)[NH:7][C:8]1[CH:13]=[CH:12][C:11]([NH:14][C:15]2[CH:20]=[C:19]([C:21]3[CH:22]=[CH:23][C:24]4[O:28][CH:27]([CH3:29])[CH2:26][C:25]=4[CH:30]=3)[N:18]=[CH:17][N:16]=2)=[CH:10][CH:9]=1)(C)(C)C.[ClH:32]. Given the product [ClH:32].[ClH:32].[CH3:29][CH:27]1[CH2:26][C:25]2[CH:30]=[C:21]([C:19]3[N:18]=[CH:17][N:16]=[C:15]([NH:14][C:11]4[CH:12]=[CH:13][C:8]([NH2:7])=[CH:9][CH:10]=4)[CH:20]=3)[CH:22]=[CH:23][C:24]=2[O:28]1, predict the reactants needed to synthesize it. (6) The reactants are: [CH3:1][C:2]1[C:6]([CH2:7][O:8][C:9]2[CH:10]=[CH:11][C:12]([CH2:15][C:16]#N)=[N:13][CH:14]=2)=[C:5]([CH3:18])[O:4][N:3]=1.[OH-:19].[Na+].C[OH:22]. Given the product [CH3:1][C:2]1[C:6]([CH2:7][O:8][C:9]2[CH:10]=[CH:11][C:12]([CH2:15][C:16]([OH:22])=[O:19])=[N:13][CH:14]=2)=[C:5]([CH3:18])[O:4][N:3]=1, predict the reactants needed to synthesize it. (7) Given the product [C:39]([NH:43][S:44]([C:47]1[S:51][C:50]([C:6]2[N:7]=[CH:8][N:9]([C:11]3[CH:16]=[C:15]([C:17]([F:20])([F:18])[F:19])[CH:14]=[C:13]([C:21]4[CH:22]=[CH:23][C:24]([C:27]([F:30])([F:28])[F:29])=[CH:25][CH:26]=4)[N:12]=3)[CH:10]=2)=[N:49][CH:48]=1)(=[O:45])=[O:46])([CH3:42])([CH3:40])[CH3:41], predict the reactants needed to synthesize it. The reactants are: C([Sn](CCCC)(CCCC)[C:6]1[N:7]=[CH:8][N:9]([C:11]2[CH:16]=[C:15]([C:17]([F:20])([F:19])[F:18])[CH:14]=[C:13]([C:21]3[CH:26]=[CH:25][C:24]([C:27]([F:30])([F:29])[F:28])=[CH:23][CH:22]=3)[N:12]=2)[CH:10]=1)CCC.[C:39]([NH:43][S:44]([C:47]1[S:51][C:50](Cl)=[N:49][CH:48]=1)(=[O:46])=[O:45])([CH3:42])([CH3:41])[CH3:40].CCCCCCC.